Dataset: Reaction yield outcomes from USPTO patents with 853,638 reactions. Task: Predict the reaction yield, written as a fraction of the theoretical maximum amount of product (1.0 means a 100% yield; for example, 0.34 means a 34% yield). (1) The reactants are [CH2:1]([O:8][C:9]1[C:10]([CH3:17])=[N:11][CH:12]=[C:13](Br)[C:14]=1[OH:15])[C:2]1[CH:7]=[CH:6][CH:5]=[CH:4][CH:3]=1.C1(P(C2C=CC=CC=2)CCCP(C2C=CC=CC=2)C2C=CC=CC=2)C=CC=CC=1.C(N(CC)CC)C.[C]=O.[Cl-].[NH4+].[C:58]([O:61][CH2:62]C)(=[O:60])C. The catalyst is CN(C)C=O.C([O-])(=O)C.[Pd+2].C([O-])(=O)C.O.CO. The product is [CH3:62][O:61][C:58](=[O:60])[C:13]1[C:14]([OH:15])=[C:9]([O:8][CH2:1][C:2]2[CH:7]=[CH:6][CH:5]=[CH:4][CH:3]=2)[C:10]([CH3:17])=[N:11][CH:12]=1. The yield is 0.550. (2) The yield is 0.770. The catalyst is C1COCC1.CCO. The product is [OH:30][C:27]1[CH:28]=[CH:29][C:24]([C:13](=[C:14]2[CH2:15][C:16]([CH3:23])([CH3:22])[CH2:17][C:18]([CH3:21])([CH3:20])[CH2:19]2)[C:10]2[CH:11]=[CH:12][C:7]([O:6][CH2:5][C:4]([OH:31])=[O:3])=[CH:8][CH:9]=2)=[CH:25][CH:26]=1. The reactants are C([O:3][C:4](=[O:31])[CH2:5][O:6][C:7]1[CH:12]=[CH:11][C:10]([C:13]([C:24]2[CH:29]=[CH:28][C:27]([OH:30])=[CH:26][CH:25]=2)=[C:14]2[CH2:19][C:18]([CH3:21])([CH3:20])[CH2:17][C:16]([CH3:23])([CH3:22])[CH2:15]2)=[CH:9][CH:8]=1)C.[OH-].[Na+]. (3) The reactants are N1C=CC=CC=1.[CH2:7]([O:9][C:10]([C:12]1[C:21](=[O:22])[C:20]2[C:15](=[N:16][C:17]([CH3:23])=[CH:18][CH:19]=2)[NH:14][CH:13]=1)=[O:11])[CH3:8].Cl[C:25]([O:27][CH:28]([CH3:30])[CH3:29])=[O:26]. The catalyst is ClCCl. The product is [CH:28]([O:27][C:25]([N:14]1[C:15]2[C:20](=[CH:19][CH:18]=[C:17]([CH3:23])[N:16]=2)[C:21](=[O:22])[C:12]([C:10]([O:9][CH2:7][CH3:8])=[O:11])=[CH:13]1)=[O:26])([CH3:30])[CH3:29]. The yield is 0.410. (4) The reactants are [Br:1][C:2]1[CH:7]=[CH:6][C:5]([CH2:8][CH2:9][CH2:10][OH:11])=[CH:4][CH:3]=1.[H-].[Na+].I[CH3:15]. The catalyst is C1COCC1. The product is [Br:1][C:2]1[CH:3]=[CH:4][C:5]([CH2:8][CH2:9][CH2:10][O:11][CH3:15])=[CH:6][CH:7]=1. The yield is 0.940. (5) The yield is 0.320. The catalyst is ClCCl.C1C=CC(/C=C/C(/C=C/C2C=CC=CC=2)=O)=CC=1.C1C=CC(/C=C/C(/C=C/C2C=CC=CC=2)=O)=CC=1.C1C=CC(/C=C/C(/C=C/C2C=CC=CC=2)=O)=CC=1.[Pd].[Pd].C1(C)C=CC=CC=1. The reactants are CC1(C)C2C(=C(P(C3C=CC=CC=3)C3C=CC=CC=3)C=CC=2)OC2C(P(C3C=CC=CC=3)C3C=CC=CC=3)=CC=CC1=2.CC(C)([O-])C.[Na+].Br[C:50]1[CH:51]=[N:52][C:53]2[C:58]([CH:59]=1)=[N:57][CH:56]=[CH:55][C:54]=2[Cl:60].[NH:61]1[CH2:66][CH2:65][O:64][CH2:63][CH2:62]1. The product is [Cl:60][C:54]1[CH:55]=[CH:56][N:57]=[C:58]2[C:53]=1[N:52]=[CH:51][C:50]([N:61]1[CH2:66][CH2:65][O:64][CH2:63][CH2:62]1)=[CH:59]2. (6) The reactants are [Cl:1][S:2]([OH:5])(=O)=[O:3].C[O:7][C:8](=[O:28])[CH:9]=[CH:10][C:11]1[CH:16]=[CH:15][CH:14]=[C:13](S(=O)(=O)NC2C=CC=C(Br)C=2)[CH:12]=1.Cl. No catalyst specified. The product is [Cl:1][S:2]([C:14]1[CH:15]=[CH:16][C:11]([CH:10]=[CH:9][C:8]([OH:28])=[O:7])=[CH:12][CH:13]=1)(=[O:5])=[O:3]. The yield is 0.200.